From a dataset of Reaction yield outcomes from USPTO patents with 853,638 reactions. Predict the reaction yield, written as a fraction of the theoretical maximum amount of product (1.0 means a 100% yield; for example, 0.34 means a 34% yield). The yield is 0.950. The catalyst is C1COCC1. The reactants are [O:1]=[C:2]1[NH:6][C:5](=[O:7])[C:4]2([CH2:12][CH2:11][N:10]([C:13]([O:15][C:16]([CH3:19])([CH3:18])[CH3:17])=[O:14])[CH2:9][CH2:8]2)[NH:3]1.[CH3:20][O:21][C:22](=[O:46])[C@H:23]([CH2:44]O)[NH:24][C:25]([C:38]1[CH:43]=[CH:42][CH:41]=[CH:40][CH:39]=1)([C:32]1[CH:37]=[CH:36][CH:35]=[CH:34][CH:33]=1)[C:26]1[CH:31]=[CH:30][CH:29]=[CH:28][CH:27]=1.C1(P(C2C=CC=CC=2)C2C=CC=CC=2)C=CC=CC=1.N(C(OCC)=O)=NC(OCC)=O. The product is [CH3:20][O:21][C:22]([C@@H:23]([NH:24][C:25]([C:38]1[CH:43]=[CH:42][CH:41]=[CH:40][CH:39]=1)([C:26]1[CH:27]=[CH:28][CH:29]=[CH:30][CH:31]=1)[C:32]1[CH:37]=[CH:36][CH:35]=[CH:34][CH:33]=1)[CH2:44][N:6]1[C:5](=[O:7])[C:4]2([CH2:8][CH2:9][N:10]([C:13]([O:15][C:16]([CH3:19])([CH3:18])[CH3:17])=[O:14])[CH2:11][CH2:12]2)[NH:3][C:2]1=[O:1])=[O:46].